From a dataset of Reaction yield outcomes from USPTO patents with 853,638 reactions. Predict the reaction yield, written as a fraction of the theoretical maximum amount of product (1.0 means a 100% yield; for example, 0.34 means a 34% yield). (1) The reactants are [C:1]([CH:5]1[CH2:10][CH2:9][CH:8]([O:11][C:12]2[CH:13]=[C:14]3[C:19](=[CH:20][CH:21]=2)[CH:18]=[C:17]([CH:22]=O)[CH:16]=[CH:15]3)[CH2:7][CH2:6]1)([CH3:4])([CH3:3])[CH3:2].Cl.[CH2:25]([O:27][C:28](=[O:31])[CH2:29][NH2:30])[CH3:26].C(N(CC)CC)C.C(O[BH-](OC(=O)C)OC(=O)C)(=O)C.[Na+]. The catalyst is ClCCCl.ClCCl. The product is [CH2:25]([O:27][C:28](=[O:31])[CH2:29][NH:30][CH2:22][C:17]1[CH:16]=[CH:15][C:14]2[C:19](=[CH:20][CH:21]=[C:12]([O:11][C@H:8]3[CH2:9][CH2:10][C@H:5]([C:1]([CH3:4])([CH3:3])[CH3:2])[CH2:6][CH2:7]3)[CH:13]=2)[CH:18]=1)[CH3:26]. The yield is 0.550. (2) The reactants are [Cl:1][C:2]1[CH:3]=[C:4]2[C:9](=[CH:10][CH:11]=1)[N:8]=[C:7]([O:12]CC1C=CC(OC)=CC=1)[C:6]([CH2:22][CH2:23][CH3:24])=[C:5]2[O:25][C:26]#[C:27][CH:28]1[CH2:30][CH2:29]1.[N+]([O-])([O-])=O.[Ce+4].[NH4+].[N+]([O-])([O-])=O.[N+]([O-])([O-])=O.[N+]([O-])([O-])=O.[N+]([O-])([O-])=O. The catalyst is C(#N)C.O. The product is [Cl:1][C:2]1[CH:3]=[C:4]2[C:9](=[CH:10][CH:11]=1)[NH:8][C:7](=[O:12])[C:6]([CH2:22][CH2:23][CH3:24])=[C:5]2[O:25][C:26]#[C:27][CH:28]1[CH2:30][CH2:29]1. The yield is 0.200. (3) The reactants are [CH2:1]([N:8]1[C:16]2[C:11](=[CH:12][CH:13]=[C:14]([C:17]3[CH:22]=[CH:21][C:20]([O:23][C:24]([F:27])([F:26])[F:25])=[CH:19][CH:18]=3)[CH:15]=2)[C:10]([C:28](=[O:34])[C:29]([O:31]CC)=[O:30])=[CH:9]1)[C:2]1[CH:7]=[CH:6][CH:5]=[CH:4][CH:3]=1.[OH-].[K+].Cl. The catalyst is C1COCC1.O. The product is [CH2:1]([N:8]1[C:16]2[C:11](=[CH:12][CH:13]=[C:14]([C:17]3[CH:22]=[CH:21][C:20]([O:23][C:24]([F:27])([F:25])[F:26])=[CH:19][CH:18]=3)[CH:15]=2)[C:10]([C:28](=[O:34])[C:29]([OH:31])=[O:30])=[CH:9]1)[C:2]1[CH:3]=[CH:4][CH:5]=[CH:6][CH:7]=1. The yield is 0.820. (4) The reactants are C(/C(=C/CC)/C=C/C(O)C)(C)(C)C.[C:14](/[C:19](=[CH:25]/[CH2:26][CH3:27])/[C:20]#[C:21][C:22](=[O:24])[CH3:23])([CH2:17][CH3:18])([CH3:16])[CH3:15].[H-].[H-].[H-].[H-].[Li+].[Al+3]. The catalyst is O1CCCC1. The product is [C:14](/[C:19](=[CH:25]/[CH2:26][CH3:27])/[CH:20]=[CH:21]/[CH:22]([OH:24])[CH3:23])([CH2:17][CH3:18])([CH3:15])[CH3:16]. The yield is 0.930. (5) The reactants are [C:1]([O:5][C:6]([NH:8][C@@H:9]1[C@H:14]([OH:15])[CH2:13][CH2:12][N:11](C(OCC2C=CC=CC=2)=O)[CH2:10]1)=[O:7])([CH3:4])([CH3:3])[CH3:2]. The catalyst is C(O)C.[Pd]. The product is [C:1]([O:5][C:6](=[O:7])[NH:8][C@@H:9]1[C@H:14]([OH:15])[CH2:13][CH2:12][NH:11][CH2:10]1)([CH3:4])([CH3:2])[CH3:3]. The yield is 0.940. (6) The reactants are [N:1]1([CH2:7][CH2:8][O:9][C:10]2[CH:19]=[CH:18][C:13]3[N:14]=[C:15]([NH2:17])[S:16][C:12]=3[CH:11]=2)[CH2:6][CH2:5][O:4][CH2:3][CH2:2]1.[CH:20]([C:22]1[CH:31]=[CH:30][C:25]([C:26]([O:28][CH3:29])=[O:27])=[CH:24][CH:23]=1)=O.C([Sn](Cl)(Cl)CCCC)CCC.C1([SiH3])C=CC=CC=1. The catalyst is C(OCC)(=O)C.C1COCC1. The product is [CH3:29][O:28][C:26](=[O:27])[C:25]1[CH:30]=[CH:31][C:22]([CH2:20][NH:17][C:15]2[S:16][C:12]3[CH:11]=[C:10]([O:9][CH2:8][CH2:7][N:1]4[CH2:6][CH2:5][O:4][CH2:3][CH2:2]4)[CH:19]=[CH:18][C:13]=3[N:14]=2)=[CH:23][CH:24]=1. The yield is 0.420. (7) The reactants are [OH:1][C:2]1[CH:11]=[C:10]2[C:5]([CH2:6][CH2:7][CH2:8][C:9]2=O)=[CH:4][CH:3]=1.Cl.[NH2:14][OH:15].C([O-])(=O)C.[Na+]. The catalyst is C(O)C.O. The product is [OH:1][C:2]1[CH:11]=[C:10]2[C:5]([CH2:6][CH2:7][CH2:8][C:9]2=[N:14][OH:15])=[CH:4][CH:3]=1. The yield is 0.950. (8) The reactants are [CH3:1][O:2][C:3]1[C:11]([O:12][CH3:13])=[CH:10][CH:9]=[CH:8][C:4]=1[C:5](O)=[O:6].CN(C=O)C.C(Cl)(=O)C([Cl:22])=O. The catalyst is C(Cl)Cl. The product is [CH3:1][O:2][C:3]1[C:11]([O:12][CH3:13])=[CH:10][CH:9]=[CH:8][C:4]=1[C:5]([Cl:22])=[O:6]. The yield is 0.900.